From a dataset of Full USPTO retrosynthesis dataset with 1.9M reactions from patents (1976-2016). Predict the reactants needed to synthesize the given product. (1) Given the product [CH3:28][O:29][N:30]([CH3:31])[C:24]([C:21]1[CH:22]=[C:23]2[C:18](=[CH:19][CH:20]=1)[N:17]=[CH:16][N:15]=[C:14]2[NH:13][CH:10]1[CH2:11][CH2:12][N:7]([C:1]2[CH:6]=[CH:5][CH:4]=[CH:3][CH:2]=2)[CH2:8][CH2:9]1)=[O:26], predict the reactants needed to synthesize it. The reactants are: [C:1]1([N:7]2[CH2:12][CH2:11][CH:10]([NH:13][C:14]3[C:23]4[C:18](=[CH:19][CH:20]=[C:21]([C:24]([OH:26])=O)[CH:22]=4)[N:17]=[CH:16][N:15]=3)[CH2:9][CH2:8]2)[CH:6]=[CH:5][CH:4]=[CH:3][CH:2]=1.Cl.[CH3:28][O:29][NH:30][CH3:31].CN(C(ON1N=NC2C=CC=NC1=2)=[N+](C)C)C.F[P-](F)(F)(F)(F)F.CN(C)C=O. (2) Given the product [NH2:1][C:2]1[N:7]=[CH:6][N:5]=[C:4]2[N:8]([CH2:25][C@@H:26]3[CH2:30][CH2:29][CH2:28][N:27]3[C:31](=[O:35])[C:32]([C:33]#[N:34])=[CH:50][C:46]([N:38]([CH2:36][CH3:37])[C:39](=[O:45])[O:40][C:41]([CH3:44])([CH3:43])[CH3:42])([CH3:47])[CH3:49])[N:9]=[C:10]([C:11]3[CH:16]=[CH:15][C:14]([O:17][C:18]4[CH:19]=[CH:20][CH:21]=[CH:22][CH:23]=4)=[CH:13][C:12]=3[F:24])[C:3]=12, predict the reactants needed to synthesize it. The reactants are: [NH2:1][C:2]1[N:7]=[CH:6][N:5]=[C:4]2[N:8]([CH2:25][C@@H:26]3[CH2:30][CH2:29][CH2:28][N:27]3[C:31](=[O:35])[CH2:32][C:33]#[N:34])[N:9]=[C:10]([C:11]3[CH:16]=[CH:15][C:14]([O:17][C:18]4[CH:23]=[CH:22][CH:21]=[CH:20][CH:19]=4)=[CH:13][C:12]=3[F:24])[C:3]=12.[CH2:36]([N:38]([C:46]([CH3:50])([CH3:49])[CH:47]=O)[C:39](=[O:45])[O:40][C:41]([CH3:44])([CH3:43])[CH3:42])[CH3:37].N1CCCCC1. (3) Given the product [C:4]([C:3]([NH:2][C:17](=[O:18])[O:19][CH2:20][C:21]1[CH:26]=[CH:25][CH:24]=[CH:23][CH:22]=1)([CH2:6][CH2:7][F:8])[CH3:9])#[N:5], predict the reactants needed to synthesize it. The reactants are: Cl.[NH2:2][C:3]([CH3:9])([CH2:6][CH2:7][F:8])[C:4]#[N:5].C(=O)([O-])[O-].[K+].[K+].Cl[C:17]([O:19][CH2:20][C:21]1[CH:26]=[CH:25][CH:24]=[CH:23][CH:22]=1)=[O:18]. (4) Given the product [N:8]1[C:9]2[C:4](=[CH:3][C:2]([O:1][CH:13]([CH2:25][O:26][CH3:27])[C:14]([NH:16][C:17]([CH3:24])([CH3:23])[C:18]#[C:19][CH2:20][O:21][CH3:22])=[O:15])=[CH:11][CH:10]=2)[CH:5]=[CH:6][CH:7]=1, predict the reactants needed to synthesize it. The reactants are: [OH:1][C:2]1[CH:3]=[C:4]2[C:9](=[CH:10][CH:11]=1)[N:8]=[CH:7][CH:6]=[CH:5]2.Br[CH:13]([CH2:25][O:26][CH3:27])[C:14]([NH:16][C:17]([CH3:24])([CH3:23])[C:18]#[C:19][CH2:20][O:21][CH3:22])=[O:15]. (5) The reactants are: [NH:1]1[C:9]2[C:4](=[CH:5][CH:6]=[CH:7][CH:8]=2)[C:3]([CH:10]=[O:11])=[CH:2]1.[H-].[Na+].[CH3:14][O:15][CH2:16]Cl.[Cl-].[NH4+]. Given the product [CH3:14][O:15][CH2:16][N:1]1[C:9]2[C:4](=[CH:5][CH:6]=[CH:7][CH:8]=2)[C:3]([CH:10]=[O:11])=[CH:2]1, predict the reactants needed to synthesize it. (6) The reactants are: [Cl:1][C:2]1[CH:3]=[C:4]([C:9]2[CH:14]=[C:13]([CH3:15])[N:12]=[C:11]([C:16]3[CH:21]=[CH:20][N:19]=[C:18](Cl)[CH:17]=3)[N:10]=2)[CH:5]=[CH:6][C:7]=1[Cl:8].[C:23]([NH:27][S:28]([C:31]1[CH:32]=[C:33](B(O)O)[CH:34]=[CH:35][CH:36]=1)(=[O:30])=[O:29])([CH3:26])([CH3:25])[CH3:24]. Given the product [C:23]([NH:27][S:28]([C:31]1[CH:32]=[CH:33][CH:34]=[C:35]([C:18]2[CH:17]=[C:16]([C:11]3[N:10]=[C:9]([C:4]4[CH:5]=[CH:6][C:7]([Cl:8])=[C:2]([Cl:1])[CH:3]=4)[CH:14]=[C:13]([CH3:15])[N:12]=3)[CH:21]=[CH:20][N:19]=2)[CH:36]=1)(=[O:30])=[O:29])([CH3:26])([CH3:24])[CH3:25], predict the reactants needed to synthesize it. (7) Given the product [CH2:1]([O:8][CH2:9][CH2:10][N:11]([CH2:30][CH2:31][O:32][Si:33]([C:36]([CH3:39])([CH3:38])[CH3:37])([CH3:35])[CH3:34])[C:12]1[C:17]([N+:18]([O-:20])=[O:19])=[C:16]([N:21]([CH:23]2[CH2:27][CH2:26][CH2:25][CH2:24]2)[CH3:22])[N:15]=[C:14]([C:51]#[N:52])[N:13]=1)[C:2]1[CH:7]=[CH:6][CH:5]=[CH:4][CH:3]=1, predict the reactants needed to synthesize it. The reactants are: [CH2:1]([O:8][CH2:9][CH2:10][N:11]([CH2:30][CH2:31][O:32][Si:33]([C:36]([CH3:39])([CH3:38])[CH3:37])([CH3:35])[CH3:34])[C:12]1[C:17]([N+:18]([O-:20])=[O:19])=[C:16]([N:21]([CH:23]2[CH2:27][CH2:26][CH2:25][CH2:24]2)[CH3:22])[N:15]=[C:14](SC)[N:13]=1)[C:2]1[CH:7]=[CH:6][CH:5]=[CH:4][CH:3]=1.ClC1C=CC=C(C(OO)=O)C=1.[C-:51]#[N:52].[Na+]. (8) Given the product [CH3:1][N:2]([CH3:35])[C:3]([C:5]1[CH:10]=[CH:9][C:8]([C:11]2[CH:16]=[CH:15][C:14]([NH:17][C:18]([NH:20][C:21]3[CH:26]=[CH:25][CH:24]=[C:23]([C:27]([F:30])([F:29])[F:28])[CH:22]=3)=[O:19])=[C:13]([C:31]3[NH:34][C:44](=[O:46])[NH:33][N:32]=3)[CH:12]=2)=[CH:7][CH:6]=1)=[O:4], predict the reactants needed to synthesize it. The reactants are: [CH3:1][N:2]([CH3:35])[C:3]([C:5]1[CH:10]=[CH:9][C:8]([C:11]2[CH:16]=[CH:15][C:14]([NH:17][C:18]([NH:20][C:21]3[CH:26]=[CH:25][CH:24]=[C:23]([C:27]([F:30])([F:29])[F:28])[CH:22]=3)=[O:19])=[C:13]([C:31](=[NH:34])[NH:32][NH2:33])[CH:12]=2)=[CH:7][CH:6]=1)=[O:4].C(N(CC)CC)C.Cl[C:44](Cl)([O:46]C(=O)OC(Cl)(Cl)Cl)Cl.C(=O)(O)[O-].[Na+]. (9) Given the product [F:33][C:34]1[CH:35]=[C:36]([O:40][C:2]2[N:7]=[CH:6][C:5]([C:8]([N:10]([CH3:32])[C:11]3[CH:16]=[CH:15][C:14]([CH2:17][N:18]4[CH2:23][CH2:22][N:21]([C:24]([O:26][C:27]([CH3:30])([CH3:29])[CH3:28])=[O:25])[C@@H:20]([CH3:31])[CH2:19]4)=[CH:13][CH:12]=3)=[O:9])=[CH:4][CH:3]=2)[CH:37]=[CH:38][CH:39]=1, predict the reactants needed to synthesize it. The reactants are: Cl[C:2]1[N:7]=[CH:6][C:5]([C:8]([N:10]([CH3:32])[C:11]2[CH:16]=[CH:15][C:14]([CH2:17][N:18]3[CH2:23][CH2:22][N:21]([C:24]([O:26][C:27]([CH3:30])([CH3:29])[CH3:28])=[O:25])[C@@H:20]([CH3:31])[CH2:19]3)=[CH:13][CH:12]=2)=[O:9])=[CH:4][CH:3]=1.[F:33][C:34]1[CH:35]=[C:36]([OH:40])[CH:37]=[CH:38][CH:39]=1.